From a dataset of Peptide-MHC class I binding affinity with 185,985 pairs from IEDB/IMGT. Regression. Given a peptide amino acid sequence and an MHC pseudo amino acid sequence, predict their binding affinity value. This is MHC class I binding data. The peptide sequence is KYYNDILKL. The MHC is HLA-B08:01 with pseudo-sequence HLA-B08:01. The binding affinity (normalized) is 0.0847.